From a dataset of Reaction yield outcomes from USPTO patents with 853,638 reactions. Predict the reaction yield, written as a fraction of the theoretical maximum amount of product (1.0 means a 100% yield; for example, 0.34 means a 34% yield). (1) The reactants are [Cl-].O[NH3+:3].[C:4](=[O:7])([O-])[OH:5].[Na+].CS(C)=O.[O:13]=[C:14]1[C:19]([CH2:20][C:21]2[CH:26]=[CH:25][C:24]([C:27]3[C:28]([C:33]#[N:34])=[CH:29][CH:30]=[CH:31][CH:32]=3)=[CH:23][CH:22]=2)=[C:18]([CH2:35][CH2:36][CH3:37])[N:17]2[N:38]=[CH:39][CH:40]=[C:16]2[N:15]1[C@H:41]1[CH2:46][CH2:45][C@H:44]([O:47][CH2:48][CH:49]([OH:54])[C:50]([F:53])([F:52])[F:51])[CH2:43][CH2:42]1. The catalyst is C(OCC)(=O)C. The product is [O:7]=[C:4]1[O:5][N:3]=[C:33]([C:28]2[CH:29]=[CH:30][CH:31]=[CH:32][C:27]=2[C:24]2[CH:25]=[CH:26][C:21]([CH2:20][C:19]3[C:14](=[O:13])[N:15]([C@H:41]4[CH2:46][CH2:45][C@H:44]([O:47][CH2:48][CH:49]([OH:54])[C:50]([F:53])([F:52])[F:51])[CH2:43][CH2:42]4)[C:16]4[N:17]([N:38]=[CH:39][CH:40]=4)[C:18]=3[CH2:35][CH2:36][CH3:37])=[CH:22][CH:23]=2)[NH:34]1. The yield is 0.720. (2) The reactants are [OH:1][CH:2]1[CH:9]2[CH2:10][C:5]3([C:11]4[N:19](C5CCCCO5)[C:18]5[C:17](=[O:26])[N:16]([CH2:27][CH2:28][CH3:29])[C:15](=[O:30])[N:14]([CH2:31][CH2:32][CH3:33])[C:13]=5[N:12]=4)[CH2:6][CH:7]([O:8]2)[CH:3]1[O:4]3. The catalyst is Cl.C1COCC1.CO. The product is [OH:1][CH:2]1[CH:9]2[CH2:10][C:5]3([C:11]4[NH:19][C:18]5[C:17](=[O:26])[N:16]([CH2:27][CH2:28][CH3:29])[C:15](=[O:30])[N:14]([CH2:31][CH2:32][CH3:33])[C:13]=5[N:12]=4)[CH2:6][CH:7]([O:8]2)[CH:3]1[O:4]3. The yield is 0.380. (3) The reactants are Cl[C:2]1[N:3]=[C:4]([OH:12])[C:5]2[CH:11]=[CH:10][N:9]=[CH:8][C:6]=2[N:7]=1.[OH:13][C:14]1[CH:19]=[CH:18][C:17]([N:20]([CH3:30])[C:21](=[O:29])[CH2:22][C:23]2[CH:28]=[CH:27][CH:26]=[CH:25][CH:24]=2)=[CH:16][CH:15]=1. No catalyst specified. The product is [OH:12][C:4]1[C:5]2[CH:11]=[CH:10][N:9]=[CH:8][C:6]=2[N:7]=[C:2]([O:13][C:14]2[CH:19]=[CH:18][C:17]([N:20]([CH3:30])[C:21](=[O:29])[CH2:22][C:23]3[CH:24]=[CH:25][CH:26]=[CH:27][CH:28]=3)=[CH:16][CH:15]=2)[N:3]=1. The yield is 0.280.